From a dataset of Forward reaction prediction with 1.9M reactions from USPTO patents (1976-2016). Predict the product of the given reaction. Given the reactants [C:1]([O:5][C:6]([N:8]([CH2:25][C:26]1[N:31]2[CH:32]=[CH:33][N:34]=[C:30]2[CH:29]=[CH:28][CH:27]=1)[C:9]1[CH:14]=[CH:13][C:12]([CH2:15][CH2:16][NH:17][S:18]([C:21]([F:24])([F:23])[F:22])(=[O:20])=[O:19])=[CH:11][CH:10]=1)=[O:7])([CH3:4])([CH3:3])[CH3:2].[Cl:35][C:36]([Cl:41])([Cl:40])[C:37](Cl)=[O:38].C(=O)([O-])O.[Na+], predict the reaction product. The product is: [Cl:35][C:36]([Cl:41])([Cl:40])[C:37]([C:32]1[N:31]2[C:26]([CH2:25][N:8]([C:6]([O:5][C:1]([CH3:4])([CH3:2])[CH3:3])=[O:7])[C:9]3[CH:10]=[CH:11][C:12]([CH2:15][CH2:16][NH:17][S:18]([C:21]([F:24])([F:22])[F:23])(=[O:20])=[O:19])=[CH:13][CH:14]=3)=[CH:27][CH:28]=[CH:29][C:30]2=[N:34][CH:33]=1)=[O:38].